This data is from Forward reaction prediction with 1.9M reactions from USPTO patents (1976-2016). The task is: Predict the product of the given reaction. (1) Given the reactants Cl[C:2]1[CH:7]=[CH:6][C:5]([NH:8][C:9]([C:11]2[CH:21]=[CH:20][C:14]3[O:15][C:16]([F:19])([F:18])[O:17][C:13]=3[CH:12]=2)=[O:10])=[CH:4][C:3]=1[C:22](=[O:44])[NH:23][C:24]1[CH:25]=[N:26][C:27]([NH:30][C:31]2[CH:36]=[CH:35][C:34]([N:37]3[CH2:42][CH2:41][N:40]([CH3:43])[CH2:39][CH2:38]3)=[CH:33][CH:32]=2)=[N:28][CH:29]=1.[CH:45]1(P(C2CCCCC2)C2C=CC=CC=2C2C(OC)=CC=CC=2OC)CCCC[CH2:46]1.P([O-])([O-])([O-])=O.[K+].[K+].[K+].C(B(CC)CC)C, predict the reaction product. The product is: [CH2:45]([C:2]1[CH:7]=[CH:6][C:5]([NH:8][C:9]([C:11]2[CH:21]=[CH:20][C:14]3[O:15][C:16]([F:19])([F:18])[O:17][C:13]=3[CH:12]=2)=[O:10])=[CH:4][C:3]=1[C:22](=[O:44])[NH:23][C:24]1[CH:25]=[N:26][C:27]([NH:30][C:31]2[CH:36]=[CH:35][C:34]([N:37]3[CH2:42][CH2:41][N:40]([CH3:43])[CH2:39][CH2:38]3)=[CH:33][CH:32]=2)=[N:28][CH:29]=1)[CH3:46]. (2) Given the reactants [C:1]([C:3]1[C:4]([F:14])=[C:5]([CH:9]=[CH:10][C:11]=1[O:12][CH3:13])[C:6]([OH:8])=O)#[N:2].[CH3:15][O:16][C:17]1[CH:22]=[CH:21][C:20]([NH2:23])=[CH:19][CH:18]=1.C(N(CC)C(C)C)(C)C.C1CN([P+](ON2N=NC3C=CC=CC2=3)(N2CCCC2)N2CCCC2)CC1.F[P-](F)(F)(F)(F)F, predict the reaction product. The product is: [C:1]([C:3]1[C:4]([F:14])=[C:5]([CH:9]=[CH:10][C:11]=1[O:12][CH3:13])[C:6]([NH:23][C:20]1[CH:21]=[CH:22][C:17]([O:16][CH3:15])=[CH:18][CH:19]=1)=[O:8])#[N:2]. (3) Given the reactants Cl[C:2]1[CH:7]=[C:6]([C:8]2[CH:13]=[CH:12][CH:11]=[CH:10][CH:9]=2)[N:5]=[C:4]([NH:14][C:15](=[O:29])[CH2:16][CH2:17][C:18]([C:20]2[CH:21]=[CH:22][C:23]3[O:27][CH2:26][CH2:25][C:24]=3[CH:28]=2)=[O:19])[CH:3]=1.C1(C2C=CC=CC=2)C=CC=CC=1P(C1CCCCC1)C1CCCCC1.C(=O)([O-])[O-].[K+].[K+].[N:61]1[CH:66]=[CH:65][C:64](B(O)O)=[CH:63][CH:62]=1, predict the reaction product. The product is: [O:27]1[C:23]2[CH:22]=[CH:21][C:20]([C:18](=[O:19])[CH2:17][CH2:16][C:15]([NH:14][C:4]3[CH:3]=[C:2]([C:64]4[CH:65]=[CH:66][N:61]=[CH:62][CH:63]=4)[CH:7]=[C:6]([C:8]4[CH:13]=[CH:12][CH:11]=[CH:10][CH:9]=4)[N:5]=3)=[O:29])=[CH:28][C:24]=2[CH2:25][CH2:26]1. (4) Given the reactants CC(C)([O-])C.[K+].[CH2:7]([O:9][C:10](=[O:17])[CH2:11][N:12]1[N:16]=[CH:15][CH:14]=[N:13]1)[CH3:8].Br[CH2:19][C:20]#[C:21][CH2:22][CH2:23][CH2:24][C:25]1[N:26]=[C:27]([C:31]2[CH:36]=[CH:35][CH:34]=[CH:33][CH:32]=2)[O:28][C:29]=1[CH3:30].Cl, predict the reaction product. The product is: [CH2:7]([O:9][C:10](=[O:17])[CH:11]([N:12]1[N:13]=[CH:14][CH:15]=[N:16]1)[CH2:19][C:20]#[C:21][CH2:22][CH2:23][CH2:24][C:25]1[N:26]=[C:27]([C:31]2[CH:32]=[CH:33][CH:34]=[CH:35][CH:36]=2)[O:28][C:29]=1[CH3:30])[CH3:8].